Regression. Given a peptide amino acid sequence and an MHC pseudo amino acid sequence, predict their binding affinity value. This is MHC class I binding data. From a dataset of Peptide-MHC class I binding affinity with 185,985 pairs from IEDB/IMGT. (1) The binding affinity (normalized) is 0.731. The peptide sequence is RSWNSGNEW. The MHC is HLA-B57:01 with pseudo-sequence HLA-B57:01. (2) The peptide sequence is KMLMTGTLAV. The MHC is HLA-A02:03 with pseudo-sequence HLA-A02:03. The binding affinity (normalized) is 0.787.